Dataset: Peptide-MHC class I binding affinity with 185,985 pairs from IEDB/IMGT. Task: Regression. Given a peptide amino acid sequence and an MHC pseudo amino acid sequence, predict their binding affinity value. This is MHC class I binding data. The peptide sequence is LENIIVPGL. The MHC is HLA-B40:01 with pseudo-sequence HLA-B40:01. The binding affinity (normalized) is 0.606.